From a dataset of Forward reaction prediction with 1.9M reactions from USPTO patents (1976-2016). Predict the product of the given reaction. (1) Given the reactants Cl[C:2]1[N:7]=[C:6]([O:8][C@@H:9]([C@H:11]2[CH2:15][NH:14][C:13](=[O:16])[CH2:12]2)[CH3:10])[C:5]2[N:17]([CH:20]([F:22])[F:21])[CH:18]=[N:19][C:4]=2[CH:3]=1.[CH3:23][O:24][C:25]1[CH:30]=[C:29](B2OC(C)(C)C(C)(C)O2)[CH:28]=[CH:27][C:26]=1[N:40]1[CH2:45][CH2:44][N:43]([C:46]([O:48][C:49]([CH3:52])([CH3:51])[CH3:50])=[O:47])[CH2:42][CH2:41]1.[O-]P([O-])([O-])=O.[K+].[K+].[K+], predict the reaction product. The product is: [F:21][CH:20]([F:22])[N:17]1[C:5]2[C:6]([O:8][C@@H:9]([C@@H:11]3[CH2:12][C:13](=[O:16])[NH:14][CH2:15]3)[CH3:10])=[N:7][C:2]([C:29]3[CH:28]=[CH:27][C:26]([N:40]4[CH2:45][CH2:44][N:43]([C:46]([O:48][C:49]([CH3:50])([CH3:51])[CH3:52])=[O:47])[CH2:42][CH2:41]4)=[C:25]([O:24][CH3:23])[CH:30]=3)=[CH:3][C:4]=2[N:19]=[CH:18]1. (2) Given the reactants [BH4-].[Na+].[Cl:3][C:4]1[N:9]2[CH:10]=[C:11]([CH2:13][O:14][C:15]3[CH:22]=[CH:21][C:18]([CH:19]=[O:20])=[CH:17][CH:16]=3)[N:12]=[C:8]2[CH:7]=[CH:6][CH:5]=1.O1CCCC1.O, predict the reaction product. The product is: [Cl:3][C:4]1[N:9]2[CH:10]=[C:11]([CH2:13][O:14][C:15]3[CH:16]=[CH:17][C:18]([CH2:19][OH:20])=[CH:21][CH:22]=3)[N:12]=[C:8]2[CH:7]=[CH:6][CH:5]=1. (3) Given the reactants [N:1]1[CH:6]=[CH:5][CH:4]=[CH:3][C:2]=1[NH:7][C:8](=O)[C@H:9]([CH3:11])[OH:10].[H-].[Al+3].[Li+].[H-].[H-].[H-].O, predict the reaction product. The product is: [N:1]1[CH:6]=[CH:5][CH:4]=[CH:3][C:2]=1[NH:7][CH2:8][C@@H:9]([OH:10])[CH3:11]. (4) Given the reactants [Cl:1][C:2]1[CH:3]=[C:4]([NH:12][C:13]2[C:18]([C:19]#[N:20])=[CH:17][N:16]=[CH:15][C:14]=2I)[C:5]([CH3:11])=[C:6]2[C:10]=1[NH:9][CH:8]=[CH:7]2.[Cl:22][CH2:23][CH2:24][O:25][C:26]1[CH:31]=[CH:30][C:29](B(OC(C)C)OC(C)C)=[CH:28][CH:27]=1.C(=O)([O-])[O-].[Na+].[Na+].C(OCC)(=O)C, predict the reaction product. The product is: [Cl:22][CH2:23][CH2:24][O:25][C:26]1[CH:31]=[CH:30][C:29]([C:14]2[CH:15]=[N:16][CH:17]=[C:18]([C:13]=2[NH:12][C:4]2[C:5]([CH3:11])=[C:6]3[C:10](=[C:2]([Cl:1])[CH:3]=2)[NH:9][CH:8]=[CH:7]3)[C:19]#[N:20])=[CH:28][CH:27]=1. (5) Given the reactants [F:1][C:2]([F:41])([F:40])[C:3]1[CH:4]=[C:5]([C@H:13]([N:15]([CH3:39])[C:16]([N:18]2[CH2:30][CH2:29][C@:21]3([NH:25][C@@:24]([CH2:27][OH:28])([CH3:26])[CH2:23][CH2:22]3)[CH2:20][C@@H:19]2[C:31]2[CH:36]=[CH:35][C:34]([F:37])=[CH:33][C:32]=2[CH3:38])=[O:17])[CH3:14])[CH:6]=[C:7]([C:9]([F:12])([F:11])[F:10])[CH:8]=1.[Si:42](Cl)([CH3:45])([CH3:44])[CH3:43].O, predict the reaction product. The product is: [F:41][C:2]([F:1])([F:40])[C:3]1[CH:4]=[C:5]([C@H:13]([N:15]([CH3:39])[C:16]([N:18]2[CH2:30][CH2:29][C@:21]3([NH:25][C@:24]([CH3:26])([CH2:27][O:28][Si:42]([CH3:45])([CH3:44])[CH3:43])[CH2:23][CH2:22]3)[CH2:20][C@@H:19]2[C:31]2[CH:36]=[CH:35][C:34]([F:37])=[CH:33][C:32]=2[CH3:38])=[O:17])[CH3:14])[CH:6]=[C:7]([C:9]([F:12])([F:10])[F:11])[CH:8]=1. (6) Given the reactants [CH3:1][N:2]1[C:6](N)=[CH:5][CH:4]=[N:3]1.[CH2:8]([O:10][C:11]1[CH:16]=[C:15]([NH2:17])[CH:14]=[CH:13][N:12]=1)[CH3:9], predict the reaction product. The product is: [CH2:8]([O:10][C:11]1[CH:16]=[C:15]([NH:17][C:1]2[N:3]=[CH:4][C:5]3[CH2:5][CH2:6][NH:2][CH2:1][C:6]=3[N:2]=2)[CH:14]=[CH:13][N:12]=1)[CH3:9]. (7) Given the reactants [CH3:1][C:2]1[CH:7]=[C:6]([CH3:8])[NH:5][C:4](=[O:9])[C:3]=1[CH2:10][NH:11][C:12]([C:14]1[C:15]2[CH:36]=[N:35][N:34]([CH:37]([CH3:39])[CH3:38])[C:16]=2[N:17]=[C:18]([C:20]2[CH2:21][CH2:22][N:23]([C:26]([CH:28]3[CH2:33][CH2:32][CH2:31][NH:30][CH2:29]3)=[O:27])[CH2:24][CH:25]=2)[CH:19]=1)=[O:13].C=O.[BH3-][C:43]#N.[Na+], predict the reaction product. The product is: [CH3:1][C:2]1[CH:7]=[C:6]([CH3:8])[NH:5][C:4](=[O:9])[C:3]=1[CH2:10][NH:11][C:12]([C:14]1[C:15]2[CH:36]=[N:35][N:34]([CH:37]([CH3:39])[CH3:38])[C:16]=2[N:17]=[C:18]([C:20]2[CH2:21][CH2:22][N:23]([C:26]([CH:28]3[CH2:33][CH2:32][CH2:31][N:30]([CH3:43])[CH2:29]3)=[O:27])[CH2:24][CH:25]=2)[CH:19]=1)=[O:13].